From a dataset of Full USPTO retrosynthesis dataset with 1.9M reactions from patents (1976-2016). Predict the reactants needed to synthesize the given product. (1) Given the product [CH3:27][O:26][C:23]1[CH:24]=[CH:25][C:20]([C:18]#[C:19][C:3]2[CH:2]=[N:1][CH:6]=[CH:5][CH:4]=2)=[CH:21][CH:22]=1, predict the reactants needed to synthesize it. The reactants are: [N:1]1[CH:6]=[CH:5][CH:4]=[C:3](OS(C2C=CC(C)=CC=2)(=O)=O)[CH:2]=1.[C:18]([C:20]1[CH:25]=[CH:24][C:23]([O:26][CH3:27])=[CH:22][CH:21]=1)#[CH:19]. (2) Given the product [Br:19][C:20]1[CH:21]=[C:22]2[C:27](=[CH:28][CH:29]=1)[CH2:26][C@@H:25]([N:30]1[CH2:12][CH2:11][C:10]3[C:15](=[CH:16][CH:17]=[C:8]([O:7][CH2:6][C@@H:2]4[CH2:3][CH2:4][CH2:5][O:1]4)[CH:9]=3)[C:14]1=[O:18])[CH2:24][CH2:23]2, predict the reactants needed to synthesize it. The reactants are: [O:1]1[CH2:5][CH2:4][CH2:3][C@H:2]1[CH2:6][O:7][C:8]1[CH:9]=[C:10]2[C:15](=[CH:16][CH:17]=1)[C:14](=[O:18])O[CH2:12][CH2:11]2.[Br:19][C:20]1[CH:21]=[C:22]2[C:27](=[CH:28][CH:29]=1)[CH2:26][C@@H:25]([NH2:30])[CH2:24][CH2:23]2.